The task is: Predict the reactants needed to synthesize the given product.. This data is from Full USPTO retrosynthesis dataset with 1.9M reactions from patents (1976-2016). (1) Given the product [Cl:23][C:4]1[CH:3]=[C:2]2[C:20]([CH:21]=[CH:22][NH:1]2)=[CH:19][C:5]=1[O:6][C:7]1[CH:17]=[C:16]([F:18])[CH:15]=[CH:14][C:8]=1[C:9]([O:11][CH2:12][CH3:13])=[O:10], predict the reactants needed to synthesize it. The reactants are: [NH2:1][C:2]1[C:20]([C:21]#[CH:22])=[CH:19][C:5]([O:6][C:7]2[CH:17]=[C:16]([F:18])[CH:15]=[CH:14][C:8]=2[C:9]([O:11][CH2:12][CH3:13])=[O:10])=[C:4]([Cl:23])[CH:3]=1. (2) Given the product [NH2:33][C:34]1[CH:39]=[C:38]([C:40]([O:42][CH3:43])=[O:41])[CH:37]=[CH:36][C:35]=1[C:21]1[N:25]([CH2:26][CH:27]([CH3:29])[CH3:28])[CH:24]=[N:23][C:22]=1[C:30]#[N:31], predict the reactants needed to synthesize it. The reactants are: C1C=CC(P(C2C=CC=CC=2)C2C=CC=CC=2)=CC=1.I[C:21]1[N:25]([CH2:26][CH:27]([CH3:29])[CH3:28])[CH:24]=[N:23][C:22]=1[C:30]#[N:31].Cl.[NH2:33][C:34]1[CH:39]=[C:38]([C:40]([O:42][CH3:43])=[O:41])[CH:37]=[CH:36][C:35]=1B(O)O.C([O-])([O-])=O.[Na+].[Na+]. (3) Given the product [CH3:14][O:10][C:9]([C:7]1[S:8][C:4]([C:1](=[O:3])[CH3:2])=[CH:5][CH:6]=1)=[O:11], predict the reactants needed to synthesize it. The reactants are: [C:1]([C:4]1[S:8][C:7]([C:9]([OH:11])=[O:10])=[CH:6][CH:5]=1)(=[O:3])[CH3:2].CI.[C:14]([O-])([O-])=O.[Na+].[Na+].